Dataset: NCI-60 drug combinations with 297,098 pairs across 59 cell lines. Task: Regression. Given two drug SMILES strings and cell line genomic features, predict the synergy score measuring deviation from expected non-interaction effect. Drug 1: CN(C(=O)NC(C=O)C(C(C(CO)O)O)O)N=O. Drug 2: CC12CCC3C(C1CCC2OP(=O)(O)O)CCC4=C3C=CC(=C4)OC(=O)N(CCCl)CCCl.[Na+]. Cell line: MCF7. Synergy scores: CSS=-4.77, Synergy_ZIP=4.66, Synergy_Bliss=6.58, Synergy_Loewe=-3.16, Synergy_HSA=-3.16.